From a dataset of Full USPTO retrosynthesis dataset with 1.9M reactions from patents (1976-2016). Predict the reactants needed to synthesize the given product. (1) Given the product [CH2:19]([NH:26][C@H:6]1[CH2:5][C@H:4]([C:9]2[CH:14]=[CH:13][N:12]=[CH:11][C:10]=2[N+:15]([O-:17])=[O:16])[O:3][C:2]([CH3:18])([CH3:1])[CH2:7]1)[C:20]1[CH:25]=[CH:24][CH:23]=[CH:22][CH:21]=1, predict the reactants needed to synthesize it. The reactants are: [CH3:1][C:2]1([CH3:18])[CH2:7][C:6](=O)[CH2:5][CH:4]([C:9]2[CH:14]=[CH:13][N:12]=[CH:11][C:10]=2[N+:15]([O-:17])=[O:16])[O:3]1.[CH2:19]([NH2:26])[C:20]1[CH:25]=[CH:24][CH:23]=[CH:22][CH:21]=1.[Li+].[BH4-]. (2) Given the product [CH3:31][C:32]1[N:33]=[N:34][N:35]([CH:6]2[CH2:7][CH2:8][N:9]([C:12]3[C:17]([F:18])=[CH:16][C:15]([N:19]4[CH2:23][C@H:22]([CH2:24][NH:25][C:26](=[O:28])[CH3:27])[O:21][C:20]4=[O:29])=[CH:14][C:13]=3[F:30])[CH2:10][CH2:11]2)[N:36]=1, predict the reactants needed to synthesize it. The reactants are: CS(O[CH:6]1[CH2:11][CH2:10][N:9]([C:12]2[C:17]([F:18])=[CH:16][C:15]([N:19]3[CH2:23][C@H:22]([CH2:24][NH:25][C:26](=[O:28])[CH3:27])[O:21][C:20]3=[O:29])=[CH:14][C:13]=2[F:30])[CH2:8][CH2:7]1)(=O)=O.[CH3:31][C:32]1[NH:36][N:35]=[N:34][N:33]=1.C([O-])([O-])=O.[K+].[K+]. (3) Given the product [CH2:28]([C:32]12[CH2:45][CH2:46][C:47](=[O:49])[CH:48]=[C:33]1[C:34]1[C:39](=[C:38]([Cl:41])[C:37]([O:42][CH3:43])=[CH:36][CH:35]=1)[CH2:40]2)[CH2:29][CH2:30][CH3:31], predict the reactants needed to synthesize it. The reactants are: C(C1CC2C(=CC=C(OC)C=2Cl)C1=O)CCC.C(C(C)=O)=C.C[O-].[Na+].CO.[CH2:28]([C:32]1([CH2:45][CH2:46][C:47](=[O:49])[CH3:48])[CH2:40][C:39]2[C:34](=[CH:35][CH:36]=[C:37]([O:42][CH3:43])[C:38]=2[Cl:41])[C:33]1=O)[CH2:29][CH2:30][CH3:31].N1CCCC1.C(O)(=O)C. (4) The reactants are: [Cl:1][C:2]1[N:7]=[C:6](Cl)[CH:5]=[CH:4][N:3]=1.[O:9]1[CH2:14][CH2:13][N:12]([C:15]2[CH:16]=[C:17]([CH:20]=[C:21](B3OC(C)(C)C(C)(C)O3)[CH:22]=2)[C:18]#[N:19])[CH2:11][CH2:10]1.BrC1C=C(C=C(N2CCOCC2)C=1)C#N.B1(B2OC(C)(C)C(C)(C)O2)OC(C)(C)C(C)(C)O1. Given the product [Cl:1][C:2]1[N:7]=[C:6]([C:21]2[CH:20]=[C:17]([CH:16]=[C:15]([N:12]3[CH2:11][CH2:10][O:9][CH2:14][CH2:13]3)[CH:22]=2)[C:18]#[N:19])[CH:5]=[CH:4][N:3]=1, predict the reactants needed to synthesize it. (5) Given the product [CH2:1]([O:8][C:9]([N:11]1[CH2:15][CH:14]([CH2:16][O:17][C:18]2[CH:23]=[CH:22][C:21]([F:24])=[C:20]([F:25])[CH:19]=2)[CH:13]2[N:26]([C:29](=[O:43])[CH:30]([NH2:35])[C:31]([CH3:32])([CH3:34])[CH3:33])[CH2:27][CH2:28][CH:12]12)=[O:10])[C:2]1[CH:3]=[CH:4][CH:5]=[CH:6][CH:7]=1, predict the reactants needed to synthesize it. The reactants are: [CH2:1]([O:8][C:9]([N:11]1[CH2:15][CH:14]([CH2:16][O:17][C:18]2[CH:23]=[CH:22][C:21]([F:24])=[C:20]([F:25])[CH:19]=2)[CH:13]2[N:26]([C:29](=[O:43])[CH:30]([NH:35]C(OC(C)(C)C)=O)[C:31]([CH3:34])([CH3:33])[CH3:32])[CH2:27][CH2:28][CH:12]12)=[O:10])[C:2]1[CH:7]=[CH:6][CH:5]=[CH:4][CH:3]=1.C(O)(C(F)(F)F)=O.